This data is from Reaction yield outcomes from USPTO patents with 853,638 reactions. The task is: Predict the reaction yield, written as a fraction of the theoretical maximum amount of product (1.0 means a 100% yield; for example, 0.34 means a 34% yield). (1) The reactants are Br[C:2]1[CH:3]=[N:4][CH:5]=[CH:6][CH:7]=1.[CH2:8]([OH:11])[C:9]#[CH:10].C(N(C(C)C)CC)(C)C.C(P(C(C)(C)C)C(C)(C)C)(C)(C)C. The catalyst is C1COCC1.[Cu](I)I. The product is [N:4]1[CH:5]=[CH:6][CH:7]=[C:2]([C:10]#[C:9][CH2:8][OH:11])[CH:3]=1. The yield is 0.800. (2) The reactants are C([O:8][C:9]1[C:34]([O:35][CH3:36])=[CH:33][C:12]([CH2:13][C:14]2[C:22]3[C:17](=[N:18][CH:19]=[CH:20][CH:21]=3)[N:16]([Si:23]([CH:30]([CH3:32])[CH3:31])([CH:27]([CH3:29])[CH3:28])[CH:24]([CH3:26])[CH3:25])[CH:15]=2)=[C:11]([F:37])[CH:10]=1)C1C=CC=CC=1. The catalyst is CO.O1CCCC1.[Pd]. The product is [F:37][C:11]1[C:12]([CH2:13][C:14]2[C:22]3[C:17](=[N:18][CH:19]=[CH:20][CH:21]=3)[N:16]([Si:23]([CH:27]([CH3:29])[CH3:28])([CH:24]([CH3:26])[CH3:25])[CH:30]([CH3:32])[CH3:31])[CH:15]=2)=[CH:33][C:34]([O:35][CH3:36])=[C:9]([OH:8])[CH:10]=1. The yield is 0.860. (3) The reactants are [F:1][C:2]([F:19])([F:18])[CH:3]1[CH2:9][CH:8]2[N:10](C(OC(C)(C)C)=O)[CH:5]([CH2:6][CH2:7]2)[CH2:4]1.[ClH:20]. The catalyst is O1CCOCC1. The product is [ClH:20].[F:19][C:2]([F:1])([F:18])[CH:3]1[CH2:4][CH:5]2[NH:10][CH:8]([CH2:7][CH2:6]2)[CH2:9]1. The yield is 0.650. (4) The reactants are [CH3:1][CH2:2][C:3]([C:5]1[CH:10]=[CH:9][C:8]([OH:11])=[CH:7][CH:6]=1)=[O:4].[CH2:12](Cl)[C:13]1[CH:18]=[CH:17][CH:16]=[CH:15][CH:14]=1.C([O-])([O-])=O.[K+].[K+].O. The catalyst is CCO. The product is [CH2:12]([O:11][C:8]1[CH:7]=[CH:6][C:5]([C:3](=[O:4])[CH2:2][CH3:1])=[CH:10][CH:9]=1)[C:13]1[CH:18]=[CH:17][CH:16]=[CH:15][CH:14]=1. The yield is 0.940. (5) The reactants are C(N(CC)CC)C.C(OCC)(=O)C.[NH2:14][C:15]1[S:16][C:17]([CH3:23])=[CH:18][C:19]=1[C:20]([NH2:22])=[O:21].[F:24][C:25]([F:32])([F:31])[CH2:26][CH2:27][C:28](Cl)=[O:29]. The catalyst is O. The product is [CH3:23][C:17]1[S:16][C:15]([NH:14][C:28](=[O:29])[CH2:27][CH2:26][C:25]([F:32])([F:31])[F:24])=[C:19]([C:20]([NH2:22])=[O:21])[CH:18]=1. The yield is 0.370. (6) The reactants are [CH2:1]([N:7]1[CH2:12][CH:11]2[CH:9]([C:10]2(NC2C=CC=CC=2)[CH2:13][C:14]([F:17])([F:16])[F:15])[CH2:8]1)[CH2:2][CH2:3][CH2:4][CH2:5][CH3:6].[N:25]1[CH:30]=[CH:29][CH:28]=[CH:27][CH:26]=1.[CH3:31][S:32](Cl)(=[O:34])=[O:33].O.Cl[CH2:38]Cl. No catalyst specified. The product is [CH2:1]([N:7]1[CH2:8][CH:9]2[CH:11]([C:10]2([C:26]2[CH:38]=[C:30]([NH:25][S:32]([CH3:31])(=[O:34])=[O:33])[CH:29]=[CH:28][CH:27]=2)[CH2:13][C:14]([F:15])([F:16])[F:17])[CH2:12]1)[CH2:2][CH2:3][CH2:4][CH2:5][CH3:6]. The yield is 0.400. (7) The reactants are Cl.[F:2][C:3]1[C:4]([C:16]2[CH:21]=[CH:20][N:19]=[C:18](F)[CH:17]=2)=[N:5][C:6]([NH:9][CH:10]2[CH2:15][CH2:14][O:13][CH2:12][CH2:11]2)=[N:7][CH:8]=1.C([O-])(O)=[O:24].[Na+]. No catalyst specified. The product is [F:2][C:3]1[C:4]([C:16]2[CH:21]=[CH:20][NH:19][C:18](=[O:24])[CH:17]=2)=[N:5][C:6]([NH:9][CH:10]2[CH2:15][CH2:14][O:13][CH2:12][CH2:11]2)=[N:7][CH:8]=1. The yield is 0.970. (8) The reactants are [C:1]([C:9]1[CH:13]=[CH:12][S:11][C:10]=1[NH:14][C:15](=[O:20])[C:16](Br)([CH3:18])[CH3:17])(=[O:8])[C:2]1[CH:7]=[CH:6][CH:5]=[CH:4][CH:3]=1.[N-:21]=[N+]=[N-].[Na+].[N-]=[N+]=[N-].[Cl-].[NH4+]. The catalyst is C(O)C.[Zn]. The product is [NH2:21][C:16]([CH3:18])([CH3:17])[C:15]([NH:14][C:10]1[S:11][CH:12]=[CH:13][C:9]=1[C:1](=[O:8])[C:2]1[CH:7]=[CH:6][CH:5]=[CH:4][CH:3]=1)=[O:20]. The yield is 0.650. (9) The reactants are [CH3:1][O:2][C:3](=[O:51])[NH:4][C@@H:5]([C:47]([CH3:50])([CH3:49])[CH3:48])[C:6](=[O:46])[NH:7][C@@H:8]([CH2:39][C:40]1[CH:45]=[CH:44][CH:43]=[CH:42][CH:41]=1)[C@@H:9]([OH:38])[CH2:10][C@H:11]([CH2:25][C:26]1[CH:31]=[CH:30][C:29]([C:32]2[CH:37]=[CH:36][CH:35]=[CH:34][N:33]=2)=[CH:28][CH:27]=1)[NH:12][C:13](=[O:24])[C@H:14]([C:20]([CH3:23])([CH3:22])[CH3:21])[NH:15][C:16](=[O:19])[O:17][CH3:18].[CH2:52]([S:54][CH2:55][CH3:56])[CH3:53].C(OOC(=O)C1C=CC=CC=1)(=O)C1C=CC=CC=1. The catalyst is C(#N)C.C(OCC)(=O)C. The product is [CH2:39]([C@H:8]([NH:7][C:6]([C@@H:5]([NH:4][C:3](=[O:51])[O:2][CH3:1])[C:47]([CH3:50])([CH3:49])[CH3:48])=[O:46])[C@@H:9]([O:38][CH:52]([S:54][CH2:55][CH3:56])[CH3:53])[CH2:10][C@@H:11]([NH:12][C:13](=[O:24])[C@H:14]([C:20]([CH3:23])([CH3:22])[CH3:21])[NH:15][C:16]([O:17][CH3:18])=[O:19])[CH2:25][C:26]1[CH:31]=[CH:30][C:29]([C:32]2[CH:37]=[CH:36][CH:35]=[CH:34][N:33]=2)=[CH:28][CH:27]=1)[C:40]1[CH:41]=[CH:42][CH:43]=[CH:44][CH:45]=1. The yield is 0.840.